Predict the reaction yield, written as a fraction of the theoretical maximum amount of product (1.0 means a 100% yield; for example, 0.34 means a 34% yield). From a dataset of Reaction yield outcomes from USPTO patents with 853,638 reactions. (1) The reactants are [Cl:1][C:2]1[CH:3]=[CH:4][C:5]([OH:10])=[C:6]([CH:9]=1)[C:7]#[N:8].[C:11]([O:30][CH2:31][C@@H:32]1[CH2:34][O:33]1)([C:24]1[CH:29]=[CH:28][CH:27]=[CH:26][CH:25]=1)([C:18]1[CH:23]=[CH:22][CH:21]=[CH:20][CH:19]=1)[C:12]1[CH:17]=[CH:16][CH:15]=[CH:14][CH:13]=1.CC(C)([O-])C.[K+].[OH-].[Na+]. The catalyst is C1(C)C=CC=CC=1.COCCOCCOC. The product is [Cl:1][C:2]1[CH:3]=[CH:4][C:5]([O:10][CH2:34][C@H:32]([OH:33])[CH2:31][O:30][C:11]([C:18]2[CH:23]=[CH:22][CH:21]=[CH:20][CH:19]=2)([C:12]2[CH:13]=[CH:14][CH:15]=[CH:16][CH:17]=2)[C:24]2[CH:29]=[CH:28][CH:27]=[CH:26][CH:25]=2)=[C:6]([CH:9]=1)[C:7]#[N:8]. The yield is 0.850. (2) The reactants are [Cl:1][C:2]1[N:7]=[CH:6][N:5]=[C:4]([NH2:8])[C:3]=1I.C(N(CC)CC)C.C([Sn](CCCC)(CCCC)[C:22]1[CH:27]=[CH:26][CH:25]=[CH:24][N:23]=1)CCC. The catalyst is CN(C=O)C.CCOC(C)=O.Cl[Pd](Cl)([P](C1C=CC=CC=1)(C1C=CC=CC=1)C1C=CC=CC=1)[P](C1C=CC=CC=1)(C1C=CC=CC=1)C1C=CC=CC=1.[Cu]I. The product is [Cl:1][C:2]1[N:7]=[CH:6][N:5]=[C:4]([NH2:8])[C:3]=1[C:22]1[CH:27]=[CH:26][CH:25]=[CH:24][N:23]=1. The yield is 0.142. (3) The reactants are [CH2:1]([O:3][CH:4]([O:63][CH2:64][CH3:65])[C@@H:5]([N:7]([CH2:52][C:53]1[CH:54]=[CH:55][CH:56]=[C:57]2[C:62]=1[N:61]=[CH:60][CH:59]=[CH:58]2)[C:8](=[O:51])[C@@H:9]([NH:33]C(=O)OCC1C2C=CC=CC=2C2C1=CC=CC=2)[CH2:10][C:11](=[O:32])[NH:12][C:13]([C:26]1[CH:31]=[CH:30][CH:29]=[CH:28][CH:27]=1)([C:20]1[CH:25]=[CH:24][CH:23]=[CH:22][CH:21]=1)[C:14]1[CH:19]=[CH:18][CH:17]=[CH:16][CH:15]=1)[CH3:6])[CH3:2].N1CCCCC1.CC(=O)OCC.CO. The catalyst is C(Cl)Cl. The product is [NH2:33][C@@H:9]([CH2:10][C:11]([NH:12][C:13]([C:20]1[CH:21]=[CH:22][CH:23]=[CH:24][CH:25]=1)([C:26]1[CH:31]=[CH:30][CH:29]=[CH:28][CH:27]=1)[C:14]1[CH:15]=[CH:16][CH:17]=[CH:18][CH:19]=1)=[O:32])[C:8]([N:7]([C@@H:5]([CH3:6])[CH:4]([O:3][CH2:1][CH3:2])[O:63][CH2:64][CH3:65])[CH2:52][C:53]1[CH:54]=[CH:55][CH:56]=[C:57]2[C:62]=1[N:61]=[CH:60][CH:59]=[CH:58]2)=[O:51]. The yield is 0.880. (4) The reactants are Cl[C:2]([O:4][CH2:5][CH3:6])=[O:3].[CH:7]12[CH2:16][CH:11]3[CH2:12][CH:13]([CH2:15][CH:9]([CH2:10]3)[CH:8]1[C:17]1[CH:22]=[C:21]([CH3:23])[CH:20]=[CH:19][C:18]=1[OH:24])[CH2:14]2.CCN(CC)CC. The catalyst is CN(C1C=CN=CC=1)C.ClCCl. The product is [C:2](=[O:3])([O:4][CH2:5][CH3:6])[O:24][C:18]1[CH:19]=[CH:20][C:21]([CH3:23])=[CH:22][C:17]=1[CH:8]1[CH:9]2[CH2:10][CH:11]3[CH2:12][CH:13]([CH2:14][CH:7]1[CH2:16]3)[CH2:15]2. The yield is 0.940. (5) The yield is 0.970. The reactants are FC(F)(F)C(O)=O.[NH2:8][C@H:9]([CH2:29][C:30]1[CH:35]=[CH:34][C:33]([O:36][CH3:37])=[CH:32][CH:31]=1)[C:10]([N:12]1[CH2:17][CH2:16][C:15]([CH:23]2[CH2:28][CH2:27][CH2:26][CH2:25][CH2:24]2)([C:18]([O:20][CH2:21][CH3:22])=[O:19])[CH2:14][CH2:13]1)=[O:11].C(N(C(C)C)CC)(C)C.N1C=CC=CC=1O[C:54](=[S:62])OC1C=CC=CN=1. The product is [CH:23]1([C:15]2([C:18]([O:20][CH2:21][CH3:22])=[O:19])[CH2:16][CH2:17][N:12]([C:10](=[O:11])[C@H:9]([N:8]=[C:54]=[S:62])[CH2:29][C:30]3[CH:35]=[CH:34][C:33]([O:36][CH3:37])=[CH:32][CH:31]=3)[CH2:13][CH2:14]2)[CH2:28][CH2:27][CH2:26][CH2:25][CH2:24]1. The catalyst is C(Cl)Cl. (6) The reactants are [C:1]([NH:9][C:10](=[S:24])[NH:11][C:12]1[CH:13]=[C:14]([NH:20][C:21](=[O:23])[CH3:22])[CH:15]=[CH:16][C:17]=1[O:18][CH3:19])(=[O:8])[C:2]1[CH:7]=[CH:6][CH:5]=[CH:4][CH:3]=1.Br.CS(C)=O. The catalyst is C(O)(=O)C. The product is [C:21]([NH:20][C:14]1[C:13]2[S:24][C:10]([NH:9][C:1](=[O:8])[C:2]3[CH:3]=[CH:4][CH:5]=[CH:6][CH:7]=3)=[N:11][C:12]=2[C:17]([O:18][CH3:19])=[CH:16][CH:15]=1)(=[O:23])[CH3:22]. The yield is 0.860.